Dataset: NCI-60 drug combinations with 297,098 pairs across 59 cell lines. Task: Regression. Given two drug SMILES strings and cell line genomic features, predict the synergy score measuring deviation from expected non-interaction effect. (1) Synergy scores: CSS=39.6, Synergy_ZIP=1.87, Synergy_Bliss=3.92, Synergy_Loewe=-41.9, Synergy_HSA=-0.0658. Cell line: RPMI-8226. Drug 2: C1=CC=C(C(=C1)C(C2=CC=C(C=C2)Cl)C(Cl)Cl)Cl. Drug 1: CC1C(C(CC(O1)OC2CC(OC(C2O)C)OC3=CC4=CC5=C(C(=O)C(C(C5)C(C(=O)C(C(C)O)O)OC)OC6CC(C(C(O6)C)O)OC7CC(C(C(O7)C)O)OC8CC(C(C(O8)C)O)(C)O)C(=C4C(=C3C)O)O)O)O. (2) Drug 1: C1=CN(C(=O)N=C1N)C2C(C(C(O2)CO)O)O.Cl. Drug 2: C1=CN(C=N1)CC(O)(P(=O)(O)O)P(=O)(O)O. Cell line: M14. Synergy scores: CSS=44.6, Synergy_ZIP=0.0285, Synergy_Bliss=-1.43, Synergy_Loewe=-18.9, Synergy_HSA=-2.35.